This data is from Full USPTO retrosynthesis dataset with 1.9M reactions from patents (1976-2016). The task is: Predict the reactants needed to synthesize the given product. (1) Given the product [Cl:14][C:15]1[CH:35]=[C:34]([CH:33]=[C:17]([CH2:18][N:19]2[C:27]3[C:22](=[CH:23][C:24]([C:28](=[O:29])[NH:13][C@H:11]([C:7]4[CH:8]=[CH:9][CH:10]=[C:5]([CH:2]([CH3:4])[CH3:3])[CH:6]=4)[CH3:12])=[CH:25][CH:26]=3)[C:21]([CH3:31])=[C:20]2[CH3:32])[CH:16]=1)[O:36][C@@H:37]([CH3:42])[C:38]([O:40][CH3:41])=[O:39], predict the reactants needed to synthesize it. The reactants are: Cl.[CH:2]([C:5]1[CH:6]=[C:7]([C@@H:11]([NH2:13])[CH3:12])[CH:8]=[CH:9][CH:10]=1)([CH3:4])[CH3:3].[Cl:14][C:15]1[CH:16]=[C:17]([CH:33]=[C:34]([O:36][C@@H:37]([CH3:42])[C:38]([O:40][CH3:41])=[O:39])[CH:35]=1)[CH2:18][N:19]1[C:27]2[C:22](=[CH:23][C:24]([C:28](O)=[O:29])=[CH:25][CH:26]=2)[C:21]([CH3:31])=[C:20]1[CH3:32]. (2) Given the product [CH3:6][NH:8][C@H:9]([C:10]([NH:36][C@@H:33]1[C@@H:31]2[C@@H:30]([CH2:29][N:28]([C:24]3[CH:25]=[CH:26][CH:27]=[C:22]([O:21][C:20]([F:19])([F:37])[F:38])[CH:23]=3)[CH2:32]2)[CH2:35][CH2:34]1)=[O:11])[CH2:13][CH2:14][CH3:15], predict the reactants needed to synthesize it. The reactants are: C(O[C:6]([N:8](C)[C@@H:9]([CH2:13][C:14](C)(C)[CH3:15])[C:10](O)=[O:11])=O)(C)(C)C.[F:19][C:20]([F:38])([F:37])[O:21][C:22]1[CH:23]=[C:24]([N:28]2[CH2:32][C@@H:31]3[C@@H:33]([NH2:36])[CH2:34][CH2:35][C@@H:30]3[CH2:29]2)[CH:25]=[CH:26][CH:27]=1.FC(F)(F)C1N=C(N2C[C@@H]3[C@@H](N)CC[C@@H]3C2)C=CC=1. (3) Given the product [CH2:9]([C:11]1[CH:18]=[C:15]2[C:14](=[CH:13][CH:12]=1)[NH:22][N:21]=[C:16]2[NH2:17])[C:4]1[CH:3]=[CH:2][CH:7]=[CH:6][CH:5]=1, predict the reactants needed to synthesize it. The reactants are: F[C:2]1[CH:3]=[C:4]([CH:9]([C:11]2[CH:12]=[CH:13][C:14](F)=[C:15]([CH:18]=2)[C:16]#[N:17])C)[CH:5]=[C:6](F)[CH:7]=1.O.[NH2:21][NH2:22]. (4) Given the product [I:30][C:31]1[CH:32]=[C:33]([CH:36]=[CH:37][CH:38]=1)[CH2:34][NH:35][C:4]1[C:5]2[N:6]=[CH:7][N:8]([C:9]=2[N:10]=[C:2]([Cl:1])[N:3]=1)[C@@H:11]1[O:23][C@H:22]([CH2:24][O:25][CH:26]2[CH2:28][CH2:27]2)[C@@H:17]([OH:18])[C@H:12]1[OH:13], predict the reactants needed to synthesize it. The reactants are: [Cl:1][C:2]1[N:10]=[C:9]2[C:5]([N:6]=[CH:7][N:8]2[C@@H:11]2[O:23][C@H:22]([CH2:24][O:25][CH:26]3[CH2:28][CH2:27]3)[C@@H:17]([O:18]C(=O)C)[C@H:12]2[O:13]C(=O)C)=[C:4](Cl)[N:3]=1.[I:30][C:31]1[CH:32]=[C:33]([CH:36]=[CH:37][CH:38]=1)[CH2:34][NH2:35].Cl. (5) Given the product [I:1][C:2]1[CH:3]=[N:4][N:5]([CH2:7][CH:8]([CH2:13][C:14]([OH:16])=[O:15])[C:9]([OH:11])=[O:10])[CH:6]=1, predict the reactants needed to synthesize it. The reactants are: [I:1][C:2]1[CH:3]=[N:4][N:5]([CH2:7][CH:8]([CH2:13][C:14]([O:16]C)=[O:15])[C:9]([O:11]C)=[O:10])[CH:6]=1.[OH-].[Li+].